This data is from Full USPTO retrosynthesis dataset with 1.9M reactions from patents (1976-2016). The task is: Predict the reactants needed to synthesize the given product. (1) Given the product [Cl:1][C:2]1[N:3]=[C:4]([N:13]2[CH2:18][CH2:17][O:16][CH2:15][CH2:14]2)[C:5]2[S:10][C:9]([CH2:11][N:29]3[CH2:30][CH2:31][N:26]([S:23]([CH:20]4[CH2:22][CH2:21]4)(=[O:25])=[O:24])[CH2:27][CH2:28]3)=[CH:8][C:6]=2[N:7]=1, predict the reactants needed to synthesize it. The reactants are: [Cl:1][C:2]1[N:3]=[C:4]([N:13]2[CH2:18][CH2:17][O:16][CH2:15][CH2:14]2)[C:5]2[S:10][C:9]([CH:11]=O)=[CH:8][C:6]=2[N:7]=1.Cl.[CH:20]1([S:23]([N:26]2[CH2:31][CH2:30][NH:29][CH2:28][CH2:27]2)(=[O:25])=[O:24])[CH2:22][CH2:21]1. (2) Given the product [ClH:48].[CH2:9]1[C:10]2[C:5](=[CH:4][CH:3]=[C:2]([NH:1][S:45]([C:38]3[C:39]4[C:44](=[CH:43][CH:42]=[CH:41][CH:40]=4)[C:35]([CH3:34])=[CH:36][CH:37]=3)(=[O:47])=[O:46])[CH:11]=2)[CH2:6][CH2:7][NH:8]1, predict the reactants needed to synthesize it. The reactants are: [NH2:1][C:2]1[CH:11]=[C:10]2[C:5]([CH2:6][CH2:7][N:8](C(OC(C)(C)C)=O)[CH2:9]2)=[CH:4][CH:3]=1.N1C=CC=CC=1.CN(C1C=CC=CN=1)C.[CH3:34][C:35]1[C:44]2[C:39](=[CH:40][CH:41]=[CH:42][CH:43]=2)[C:38]([S:45]([Cl:48])(=[O:47])=[O:46])=[CH:37][CH:36]=1. (3) Given the product [Cl:12][C:13]1[CH:14]=[C:15]([CH:27]=[CH:28][C:29]=1[Cl:30])[O:16][CH2:17][C:18]1[CH:19]=[CH:20][C:4]2[C:3]([NH2:32])=[N:2][O:1][C:24]=2[CH:25]=1, predict the reactants needed to synthesize it. The reactants are: [OH:1][NH:2][C:3](=O)[CH3:4].CC(C)([O-])C.[K+].[Cl:12][C:13]1[CH:14]=[C:15]([CH:27]=[CH:28][C:29]=1[Cl:30])[O:16][CH2:17][C:18]1[CH:25]=[CH:24]C(C#N)=[C:20](F)[CH:19]=1.C[N:32](C=O)C. (4) Given the product [C:71]([O:15][C:16]([N:18]1[CH2:23][C@H:22]([NH:24][S:25]([C:28]2[CH:33]=[CH:32][CH:31]=[CH:30][C:29]=2[N+:34]([O-:36])=[O:35])(=[O:26])=[O:27])[CH2:21][C@H:20]([C:37](=[O:60])[NH:38][CH2:39][C:40]2([CH2:54][CH2:55][CH2:56][CH2:57][O:58][CH3:59])[C:41]3[CH:42]=[CH:43][CH:44]=[CH:45][C:46]=3[O:47][C:48]3[C:53]2=[CH:52][CH:51]=[CH:50][CH:49]=3)[CH2:19]1)=[O:17])([CH3:73])([CH3:72])[CH3:70], predict the reactants needed to synthesize it. The reactants are: C1C2C(C[O:15][C:16]([N:18]3[CH2:23][C@H:22]([NH:24][S:25]([C:28]4[CH:33]=[CH:32][CH:31]=[CH:30][C:29]=4[N+:34]([O-:36])=[O:35])(=[O:27])=[O:26])[CH2:21][C@H:20]([C:37](=[O:60])[NH:38][CH2:39][C:40]4([CH2:54][CH2:55][CH2:56][CH2:57][O:58][CH3:59])[C:53]5[CH:52]=[CH:51][CH:50]=[CH:49][C:48]=5[O:47][C:46]5[C:41]4=[CH:42][CH:43]=[CH:44][CH:45]=5)[CH2:19]3)=[O:17])C3C(=CC=CC=3)C=2C=CC=1.[F-].[K+].CCN(CC)CC.[CH3:70][C:71](OC(OC(O[C:71]([CH3:73])([CH3:72])[CH3:70])=O)=O)([CH3:73])[CH3:72]. (5) Given the product [Cl:18][C:19]1[CH:24]=[C:23]([Cl:25])[CH:22]=[C:21]([CH3:26])[C:20]=1[S:27]([NH:14][C:12]1[CH:11]=[CH:10][CH:9]=[C:8]([CH2:7][O:6][CH2:5][C:4]2[CH:15]=[CH:16][CH:17]=[C:2]([F:1])[CH:3]=2)[N:13]=1)(=[O:29])=[O:28], predict the reactants needed to synthesize it. The reactants are: [F:1][C:2]1[CH:3]=[C:4]([CH:15]=[CH:16][CH:17]=1)[CH2:5][O:6][CH2:7][C:8]1[N:13]=[C:12]([NH2:14])[CH:11]=[CH:10][CH:9]=1.[Cl:18][C:19]1[CH:24]=[C:23]([Cl:25])[CH:22]=[C:21]([CH3:26])[C:20]=1[S:27](Cl)(=[O:29])=[O:28]. (6) Given the product [O:18]1[CH2:19][CH2:20][N:15]([CH2:14][CH2:13][O:12][C:11]2[CH:21]=[CH:22][C:8]([C:5]3[CH:4]=[CH:3][C:2]([CH2:24][C:23]#[N:25])=[N:7][CH:6]=3)=[CH:9][CH:10]=2)[CH2:16][CH2:17]1, predict the reactants needed to synthesize it. The reactants are: F[C:2]1[N:7]=[CH:6][C:5]([C:8]2[CH:22]=[CH:21][C:11]([O:12][CH2:13][CH2:14][N:15]3[CH2:20][CH2:19][O:18][CH2:17][CH2:16]3)=[CH:10][CH:9]=2)=[CH:4][CH:3]=1.[C:23](#[N:25])[CH3:24]. (7) Given the product [CH2:16]([C@H:15]([N:23]([CH2:24][C:25]1[CH:26]=[CH:27][C:28]([CH2:31][CH2:32][CH2:33][CH2:34][CH3:35])=[CH:29][CH:30]=1)[C:44](=[O:45])[CH:43]=[CH:42][C:41]1[CH:47]=[CH:48][CH:49]=[C:39]([C:38]([F:50])([F:51])[F:37])[CH:40]=1)[C:14]([N:11]1[CH2:10][CH2:9][N:8]([CH2:1][C:2]2[CH:7]=[CH:6][CH:5]=[CH:4][CH:3]=2)[CH2:13][CH2:12]1)=[O:36])[C:17]1[CH:22]=[CH:21][CH:20]=[CH:19][CH:18]=1, predict the reactants needed to synthesize it. The reactants are: [CH2:1]([N:8]1[CH2:13][CH2:12][N:11]([C:14](=[O:36])[C@@H:15]([NH:23][CH2:24][C:25]2[CH:30]=[CH:29][C:28]([CH2:31][CH2:32][CH2:33][CH2:34][CH3:35])=[CH:27][CH:26]=2)[CH2:16][C:17]2[CH:22]=[CH:21][CH:20]=[CH:19][CH:18]=2)[CH2:10][CH2:9]1)[C:2]1[CH:7]=[CH:6][CH:5]=[CH:4][CH:3]=1.[F:37][C:38]([F:51])([F:50])[C:39]1[CH:40]=[C:41]([CH:47]=[CH:48][CH:49]=1)/[CH:42]=[CH:43]/[C:44](O)=[O:45]. (8) The reactants are: [NH:1]1[CH2:6][CH2:5][CH:4]([NH:7][C:8]2[O:9][C:10]3[CH:16]=[CH:15][CH:14]=[C:13]([O:17][CH2:18][C:19]4[CH:24]=[CH:23][N:22]=[CH:21][CH:20]=4)[C:11]=3[N:12]=2)[CH2:3][CH2:2]1.[CH2:25]([O:27][C:28]1[CH:29]=[C:30]([CH:33]=[C:34]([O:37][CH2:38][CH3:39])[C:35]=1[F:36])[CH:31]=O)[CH3:26].C([BH3-])#N.[Na+].C(N(C(C)C)C(C)C)C. Given the product [CH2:25]([O:27][C:28]1[CH:29]=[C:30]([CH:33]=[C:34]([O:37][CH2:38][CH3:39])[C:35]=1[F:36])[CH2:31][N:1]1[CH2:2][CH2:3][CH:4]([NH:7][C:8]2[O:9][C:10]3[CH:16]=[CH:15][CH:14]=[C:13]([O:17][CH2:18][C:19]4[CH:20]=[CH:21][N:22]=[CH:23][CH:24]=4)[C:11]=3[N:12]=2)[CH2:5][CH2:6]1)[CH3:26], predict the reactants needed to synthesize it.